From a dataset of Forward reaction prediction with 1.9M reactions from USPTO patents (1976-2016). Predict the product of the given reaction. (1) The product is: [F:31][C:2]([F:1])([F:30])[C:3]1[CH:4]=[C:5]([CH:23]=[C:24]([C:26]([F:27])([F:28])[F:29])[CH:25]=1)[C:6]([N:8]1[CH2:13][CH2:12][N:11]([CH2:36]/[CH:35]=[CH:34]/[CH2:33][Cl:32])[CH2:10][C@H:9]1[CH2:14][C:15]1[CH:20]=[CH:19][C:18]([CH3:21])=[C:17]([CH3:22])[CH:16]=1)=[O:7]. Given the reactants [F:1][C:2]([F:31])([F:30])[C:3]1[CH:4]=[C:5]([CH:23]=[C:24]([C:26]([F:29])([F:28])[F:27])[CH:25]=1)[C:6]([N:8]1[CH2:13][CH2:12][NH:11][CH2:10][C@H:9]1[CH2:14][C:15]1[CH:20]=[CH:19][C:18]([CH3:21])=[C:17]([CH3:22])[CH:16]=1)=[O:7].[Cl:32][CH2:33]/[CH:34]=[CH:35]/[CH2:36]Cl.C(=O)([O-])[O-].[K+].[K+], predict the reaction product. (2) Given the reactants Br[C:2]1[CH:3]=[C:4]2[C:9](=[CH:10][CH:11]=1)[N:8]=[N:7][CH:6]=[C:5]2[NH:12][CH:13]1[CH2:18][CH2:17][N:16]([C:19]([O:21][C:22]([CH3:25])([CH3:24])[CH3:23])=[O:20])[CH2:15][CH2:14]1.[Li+].C[Si]([N-][Si](C)(C)C)(C)C.[Li]CCCC.[F:41][C:42]1[CH:47]=[CH:46][C:45]([C:48]([C:50]2[CH:55]=[CH:54][C:53]([F:56])=[CH:52][CH:51]=2)=[O:49])=[CH:44][CH:43]=1, predict the reaction product. The product is: [F:41][C:42]1[CH:47]=[CH:46][C:45]([C:48]([C:50]2[CH:55]=[CH:54][C:53]([F:56])=[CH:52][CH:51]=2)([OH:49])[C:2]2[CH:3]=[C:4]3[C:9](=[CH:10][CH:11]=2)[N:8]=[N:7][CH:6]=[C:5]3[NH:12][CH:13]2[CH2:14][CH2:15][N:16]([C:19]([O:21][C:22]([CH3:23])([CH3:24])[CH3:25])=[O:20])[CH2:17][CH2:18]2)=[CH:44][CH:43]=1.